This data is from Full USPTO retrosynthesis dataset with 1.9M reactions from patents (1976-2016). The task is: Predict the reactants needed to synthesize the given product. (1) Given the product [Cl:1][C:2]1[C:3]([NH:16][CH:17]2[CH2:24][CH:20]3[CH2:21][N:22]([C:28](=[O:29])[CH2:27][C:25]#[N:26])[CH2:23][CH:19]3[CH2:18]2)=[N:4][C:5]([NH:8][C:9]2[CH:10]=[N:11][N:12]([CH3:15])[C:13]=2[CH3:14])=[N:6][CH:7]=1, predict the reactants needed to synthesize it. The reactants are: [Cl:1][C:2]1[C:3]([NH:16][CH:17]2[CH2:24][CH:20]3[CH2:21][NH:22][CH2:23][CH:19]3[CH2:18]2)=[N:4][C:5]([NH:8][C:9]2[CH:10]=[N:11][N:12]([CH3:15])[C:13]=2[CH3:14])=[N:6][CH:7]=1.[C:25]([CH2:27][C:28](O)=[O:29])#[N:26].CN(C(ON1N=NC2C=CC=NC1=2)=[N+](C)C)C.F[P-](F)(F)(F)(F)F.CCN(CC)CC. (2) Given the product [Br:13][C:11]1[CH:10]=[CH:9][N:8]=[C:7]([CH2:5][OH:4])[CH:12]=1, predict the reactants needed to synthesize it. The reactants are: [BH4-].[Na+].C[O:4][C:5]([C:7]1[CH:12]=[C:11]([Br:13])[CH:10]=[CH:9][N:8]=1)=O. (3) Given the product [Cl:24][C:19]1[CH:18]=[C:17]([NH:16][C:14]([C:13]2[C:9]([CH2:8][CH2:7][CH2:6][N:34]3[CH2:39][CH2:38][O:37][CH2:36][CH2:35]3)=[N:10][O:11][N:12]=2)=[O:15])[CH:22]=[CH:21][C:20]=1[F:23], predict the reactants needed to synthesize it. The reactants are: CS(O[CH2:6][CH2:7][CH2:8][C:9]1[C:13]([C:14]([NH:16][C:17]2[CH:22]=[CH:21][C:20]([F:23])=[C:19]([Cl:24])[CH:18]=2)=[O:15])=[N:12][O:11][N:10]=1)(=O)=O.CCN(C(C)C)C(C)C.[NH:34]1[CH2:39][CH2:38][O:37][CH2:36][CH2:35]1. (4) The reactants are: [Br:1][C:2]1[CH:3]=[C:4]2[C:10]([CH:11]([C:13]3[C:18]([Cl:19])=[CH:17][CH:16]=[C:15]([F:20])[C:14]=3[O:21]C)[CH3:12])=[CH:9][NH:8][C:5]2=[N:6][CH:7]=1.[C:23]([O:27][C:28](N1C2=NC=C(Br)C=C2C(C(C2C(O)=CC=C(F)C=2Cl)C)=C1)=[O:29])([CH3:26])([CH3:25])[CH3:24].BrC1C=C2C(C(C3C(OC)=CC=C(F)C=3Cl)C)=CNC2=NC=1. Given the product [C:23]([O:27][C:28]([N:8]1[C:5]2=[N:6][CH:7]=[C:2]([Br:1])[CH:3]=[C:4]2[C:10]([CH:11]([C:13]2[C:18]([Cl:19])=[CH:17][CH:16]=[C:15]([F:20])[C:14]=2[OH:21])[CH3:12])=[CH:9]1)=[O:29])([CH3:26])([CH3:25])[CH3:24], predict the reactants needed to synthesize it. (5) Given the product [C:53]([O:52][C:50]([N:47]1[CH2:48][CH2:49][CH:44]([CH2:43][O:1][C:2]2[CH:11]=[C:10]3[C:5]([C:6]([O:12][C:13]4[CH:14]=[C:15]5[C:19](=[CH:20][CH:21]=4)[NH:18][C:17]([CH3:22])=[CH:16]5)=[N:7][CH:8]=[N:9]3)=[CH:4][CH:3]=2)[CH2:45][CH2:46]1)=[O:51])([CH3:56])([CH3:54])[CH3:55], predict the reactants needed to synthesize it. The reactants are: [OH:1][C:2]1[CH:11]=[C:10]2[C:5]([C:6]([O:12][C:13]3[CH:14]=[C:15]4[C:19](=[CH:20][CH:21]=3)[NH:18][C:17]([CH3:22])=[CH:16]4)=[N:7][CH:8]=[N:9]2)=[CH:4][CH:3]=1.C1(P(C2C=CC=CC=2)C2C=CC=CC=2)C=CC=CC=1.O[CH2:43][CH:44]1[CH2:49][CH2:48][N:47]([C:50]([O:52][C:53]([CH3:56])([CH3:55])[CH3:54])=[O:51])[CH2:46][CH2:45]1.N(C(OC(C)C)=O)=NC(OC(C)C)=O. (6) Given the product [CH2:1]([O:3][C:4](=[O:14])[CH2:5][CH2:6][C:7]1[CH:8]=[N:9][C:10]([C:17]2[CH:18]=[CH:19][CH:20]=[CH:21][C:16]=2[F:15])=[CH:11][CH:12]=1)[CH3:2], predict the reactants needed to synthesize it. The reactants are: [CH2:1]([O:3][C:4](=[O:14])[CH2:5][CH2:6][C:7]1[CH:8]=[N:9][C:10](Br)=[CH:11][CH:12]=1)[CH3:2].[F:15][C:16]1[CH:21]=[CH:20][CH:19]=[CH:18][C:17]=1B(O)O.C1(P(C2C=CC=CC=2)C2C=CC=CC=2)C=CC=CC=1.C(=O)([O-])[O-].[Na+].[Na+]. (7) Given the product [CH:7]([C:10]1[C:18]2[C:13](=[CH:14][CH:15]=[C:16]([O:19][C:20]3[C:25]([C:26]([F:27])([F:29])[F:28])=[CH:24][C:23]([CH2:44][C:43]([OH:46])=[O:45])=[CH:22][C:21]=3[C:33]([F:36])([F:34])[F:35])[CH:17]=2)[NH:12][CH:11]=1)([CH3:9])[CH3:8], predict the reactants needed to synthesize it. The reactants are: S(=O)(=O)(O)O.O.[CH:7]([C:10]1[C:18]2[C:13](=[CH:14][CH:15]=[C:16]([O:19][C:20]3[C:25]([C:26]([F:29])([F:28])[F:27])=[CH:24][C:23](CC#N)=[CH:22][C:21]=3[C:33]([F:36])([F:35])[F:34])[CH:17]=2)[NH:12][CH:11]=1)([CH3:9])[CH3:8].C(OCC)(=O)C.[C:43]([OH:46])(=[O:45])[CH3:44]. (8) Given the product [CH2:17]([O:16][C:14]([N:13]1[C:10]2([CH2:24][CH2:25][CH2:26][NH:8][CH2:9]2)[CH2:11][CH2:12]1)=[O:15])[C:18]1[CH:19]=[CH:20][CH:21]=[CH:22][CH:23]=1, predict the reactants needed to synthesize it. The reactants are: C(OC([N:8]1[CH2:26][CH2:25][CH2:24][C:10]2([N:13]([C:14]([O:16][CH2:17][C:18]3[CH:23]=[CH:22][CH:21]=[CH:20][CH:19]=3)=[O:15])[CH2:12][CH2:11]2)[CH2:9]1)=O)(C)(C)C.FC(F)(F)C(O)=O.[OH-].[Na+].